This data is from Forward reaction prediction with 1.9M reactions from USPTO patents (1976-2016). The task is: Predict the product of the given reaction. (1) Given the reactants [CH:1]1([C:7]2[CH:8]=[CH:9][C:10]3[O:14][C:13]([C:15]4[CH:22]=[CH:21][C:18]([CH:19]=O)=[CH:17][CH:16]=4)=[CH:12][C:11]=3[CH:23]=2)[CH2:6][CH2:5][CH2:4][CH2:3][CH2:2]1.C(O)(=O)C.[NH:28]1[CH2:33][CH2:32][CH:31]([C:34]([OH:36])=[O:35])[CH2:30][CH2:29]1.C([BH3-])#N.[Na+], predict the reaction product. The product is: [CH:1]1([C:7]2[CH:8]=[CH:9][C:10]3[O:14][C:13]([C:15]4[CH:16]=[CH:17][C:18]([CH2:19][N:28]5[CH2:33][CH2:32][CH:31]([C:34]([OH:36])=[O:35])[CH2:30][CH2:29]5)=[CH:21][CH:22]=4)=[CH:12][C:11]=3[CH:23]=2)[CH2:2][CH2:3][CH2:4][CH2:5][CH2:6]1. (2) The product is: [CH3:45][N:35]1[CH2:30][CH2:31][N:36]([C:15]([C:14]2[CH:18]=[CH:19][CH:20]=[C:12]([NH:11][C:4]3[C:5]4[S:10][CH2:9][CH2:8][C:6]=4[N:7]=[C:2]([Cl:1])[N:3]=3)[CH:13]=2)=[O:17])[CH2:33][CH2:34]1. Given the reactants [Cl:1][C:2]1[N:3]=[C:4]([NH:11][C:12]2[CH:13]=[C:14]([CH:18]=[CH:19][CH:20]=2)[C:15]([OH:17])=O)[C:5]2[S:10][CH2:9][CH2:8][C:6]=2[N:7]=1.CN(C(ON1N=[N:36][C:31]2C=[CH:33][CH:34]=[N:35][C:30]1=2)=[N+](C)C)C.F[P-](F)(F)(F)(F)F.[CH:45](N(C(C)C)CC)(C)C.ClC1N=C(CCCN)C2S(=O)(=O)CCC=2N=1, predict the reaction product. (3) Given the reactants [NH2:1][C:2]1[C:7]([N+:8]([O-])=O)=[C:6]([CH3:11])[CH:5]=[CH:4][N:3]=1.[H][H], predict the reaction product. The product is: [NH2:1][C:2]1[C:7]([NH2:8])=[C:6]([CH3:11])[CH:5]=[CH:4][N:3]=1. (4) Given the reactants [Cl:1][C:2]1[CH:23]=[C:22]([Cl:24])[CH:21]=[CH:20][C:3]=1[O:4][C:5]1[CH:10]=[CH:9][CH:8]=[CH:7][C:6]=1[NH:11][C:12]([CH:14]1[CH2:19][CH2:18][NH:17][CH2:16][CH2:15]1)=[O:13].N1C=CC=CC=1.[C:31](Cl)(=[O:38])[C:32]1[CH:37]=[CH:36][CH:35]=[CH:34][CH:33]=1, predict the reaction product. The product is: [Cl:1][C:2]1[CH:23]=[C:22]([Cl:24])[CH:21]=[CH:20][C:3]=1[O:4][C:5]1[CH:10]=[CH:9][CH:8]=[CH:7][C:6]=1[NH:11][C:12]([CH:14]1[CH2:19][CH2:18][N:17]([C:31](=[O:38])[C:32]2[CH:37]=[CH:36][CH:35]=[CH:34][CH:33]=2)[CH2:16][CH2:15]1)=[O:13]. (5) Given the reactants C(OC([N:8]1[CH2:13][CH:12]=[C:11]([C:14]2[NH:23][C:17]3[N:18]=[CH:19][N:20]=[C:21](Cl)[C:16]=3[CH:15]=2)[CH2:10][CH2:9]1)=O)(C)(C)C.[C:24]1([NH2:34])[C:33]2[C:28](=[CH:29][CH:30]=[CH:31][CH:32]=2)[CH:27]=[CH:26][CH:25]=1.FC(F)(F)C(O)=O.C([O-])(O)=O.[Na+], predict the reaction product. The product is: [C:24]1([NH:34][C:21]2[C:16]3[CH:15]=[C:14]([C:11]4[CH2:10][CH2:9][NH:8][CH2:13][CH:12]=4)[NH:23][C:17]=3[N:18]=[CH:19][N:20]=2)[C:33]2[C:28](=[CH:29][CH:30]=[CH:31][CH:32]=2)[CH:27]=[CH:26][CH:25]=1. (6) Given the reactants C([O:8][C:9]1[CH:10]=[C:11]([F:20])[C:12]([CH2:15][C:16]([O:18][CH3:19])=[O:17])=[N:13][CH:14]=1)C1C=CC=CC=1, predict the reaction product. The product is: [F:20][C:11]1[C:12]([CH2:15][C:16]([O:18][CH3:19])=[O:17])=[N:13][CH:14]=[C:9]([OH:8])[CH:10]=1. (7) Given the reactants [NH2:1][C:2]1[CH:11]=[CH:10][C:9]([Br:12])=[CH:8][C:3]=1[C:4]([O:6][CH3:7])=[O:5].C(=O)([O-])[O-].[Cs+].[Cs+].[Cl:19][C:20]1[CH:25]=[CH:24][C:23]([C:26]2[CH:31]=[C:30]([O:32][CH3:33])[C:29](I)=[CH:28][C:27]=2[F:35])=[CH:22][C:21]=1[CH3:36].COC1CCCC1, predict the reaction product. The product is: [Br:12][C:9]1[CH:10]=[CH:11][C:2]([NH:1][C:29]2[C:30]([O:32][CH3:33])=[CH:31][C:26]([C:23]3[CH:24]=[CH:25][C:20]([Cl:19])=[C:21]([CH3:36])[CH:22]=3)=[C:27]([F:35])[CH:28]=2)=[C:3]([CH:8]=1)[C:4]([O:6][CH3:7])=[O:5].